Task: Predict the product of the given reaction.. Dataset: Forward reaction prediction with 1.9M reactions from USPTO patents (1976-2016) (1) Given the reactants [CH2:1]([O:8][C:9](=[O:26])[NH:10][CH:11]1[CH2:23][C:22]2[C:21]3[C:16](=[CH:17][CH:18]=[C:19]([C:24]#[N:25])[CH:20]=3)[NH:15][C:14]=2[CH2:13][CH2:12]1)[C:2]1[CH:7]=[CH:6][CH:5]=[CH:4][CH:3]=1.CO, predict the reaction product. The product is: [CH2:1]([O:8][C:9](=[O:26])[NH:10][C@H:11]1[CH2:23][C:22]2[C:21]3[C:16](=[CH:17][CH:18]=[C:19]([C:24]#[N:25])[CH:20]=3)[NH:15][C:14]=2[CH2:13][CH2:12]1)[C:2]1[CH:3]=[CH:4][CH:5]=[CH:6][CH:7]=1. (2) Given the reactants [Cl:1][C:2]1[CH:7]=[CH:6][CH:5]=[CH:4][C:3]=1[S:8]([C@H:11]1[CH2:15][N:14]([C:16]([C:18]2([C:21]3[C:26]([F:27])=[CH:25][C:24]([Cl:28])=[CH:23][N:22]=3)[CH2:20][CH2:19]2)=[O:17])[C@H:13]([C:29]([OH:31])=O)[CH2:12]1)(=[O:10])=[O:9].[CH:32]1([NH:35][C:36](=[O:44])[C:37](=[O:43])[C@@H:38]([NH2:42])[CH:39]([CH3:41])[CH3:40])[CH2:34][CH2:33]1, predict the reaction product. The product is: [Cl:28][C:24]1[CH:25]=[C:26]([F:27])[C:21]([C:18]2([C:16]([N:14]3[CH2:15][C@H:11]([S:8]([C:3]4[CH:4]=[CH:5][CH:6]=[CH:7][C:2]=4[Cl:1])(=[O:9])=[O:10])[CH2:12][C@H:13]3[C:29]([NH:42][C@@H:38]([CH:39]([CH3:41])[CH3:40])[C:37](=[O:43])[C:36]([NH:35][CH:32]3[CH2:34][CH2:33]3)=[O:44])=[O:31])=[O:17])[CH2:19][CH2:20]2)=[N:22][CH:23]=1. (3) Given the reactants [F:1][C:2]1[CH:7]=[CH:6][CH:5]=[C:4]([F:8])[C:3]=1[N:9]1[C:14]2[N:15]=[C:16](S(C)(=O)=O)[N:17]=[C:18]([C:19]3[CH:20]=[C:21]([CH:26]=[CH:27][C:28]=3[CH3:29])[C:22]([NH:24][CH3:25])=[O:23])[C:13]=2[CH2:12][NH:11][C:10]1=[O:34].[NH2:35][CH2:36][CH2:37][CH2:38][NH:39][C:40]([CH3:43])([CH3:42])[CH3:41], predict the reaction product. The product is: [NH4+:9].[OH-:23].[F:1][C:2]1[CH:7]=[CH:6][CH:5]=[C:4]([F:8])[C:3]=1[N:9]1[C:14]2[N:15]=[C:16]([NH:35][CH2:36][CH2:37][CH2:38][NH:39][C:40]([CH3:43])([CH3:42])[CH3:41])[N:17]=[C:18]([C:19]3[CH:20]=[C:21]([CH:26]=[CH:27][C:28]=3[CH3:29])[C:22]([NH:24][CH3:25])=[O:23])[C:13]=2[CH2:12][NH:11][C:10]1=[O:34]. (4) The product is: [CH3:1][O:2][C:3](=[O:15])[CH:4]([Br:16])[C:5]1[CH:10]=[CH:9][CH:8]=[C:7]([C:11]([F:12])([F:14])[F:13])[CH:6]=1. Given the reactants [CH3:1][O:2][C:3](=[O:15])[CH2:4][C:5]1[CH:10]=[CH:9][CH:8]=[C:7]([C:11]([F:14])([F:13])[F:12])[CH:6]=1.[Br:16]N1C(=O)CCC1=O, predict the reaction product. (5) Given the reactants [ClH:1].Cl.[NH2:3][C@@H:4]1[CH2:9][CH2:8][N:7]([CH2:10][CH2:11][N:12]2[C:21]3[C:16](=[N:17][CH:18]=[C:19]([O:22][CH3:23])[CH:20]=3)[CH:15]=[CH:14][C:13]2=[O:24])[CH2:6][C@@H:5]1[OH:25].[O:26]1[C:35]2[CH:34]=[C:33]([CH:36]=O)[N:32]=[CH:31][C:30]=2[O:29][CH2:28][CH2:27]1.C(O[BH-](OC(=O)C)OC(=O)C)(=O)C.[Na+].C(=O)([O-])O.[Na+], predict the reaction product. The product is: [ClH:1].[O:26]1[C:35]2[CH:34]=[C:33]([CH2:36][NH:3][C@@H:4]3[CH2:9][CH2:8][N:7]([CH2:10][CH2:11][N:12]4[C:21]5[C:16](=[N:17][CH:18]=[C:19]([O:22][CH3:23])[CH:20]=5)[CH:15]=[CH:14][C:13]4=[O:24])[CH2:6][C@@H:5]3[OH:25])[N:32]=[CH:31][C:30]=2[O:29][CH2:28][CH2:27]1. (6) Given the reactants C([O:3][C:4]([C:6]1[N:7]([CH2:16][C:17]#[N:18])[C:8]2[C:13]([CH:14]=1)=[CH:12][C:11]([Br:15])=[CH:10][CH:9]=2)=[O:5])C.O[Li].O, predict the reaction product. The product is: [Br:15][C:11]1[CH:12]=[C:13]2[C:8](=[CH:9][CH:10]=1)[N:7]([CH2:16][C:17]#[N:18])[C:6]([C:4]([OH:5])=[O:3])=[CH:14]2. (7) The product is: [S:40]1[C:29]2([CH2:32][N:31]([C:33]([O:35][C:36]([CH3:39])([CH3:38])[CH3:37])=[O:34])[CH2:30]2)[CH2:28][CH2:27]1. Given the reactants C(OP(OCC)(C1C=CC=CC=1)(C1C=CC=CC=1)C1C=CC=CC=1)C.O[CH2:27][CH2:28][C:29]1([SH:40])[CH2:32][N:31]([C:33]([O:35][C:36]([CH3:39])([CH3:38])[CH3:37])=[O:34])[CH2:30]1, predict the reaction product.